From a dataset of Catalyst prediction with 721,799 reactions and 888 catalyst types from USPTO. Predict which catalyst facilitates the given reaction. (1) Reactant: [N+:1]([C:4]1[CH:9]=[CH:8][CH:7]=[CH:6][C:5]=1[C:10]1[CH2:14][C:13]([CH3:16])([CH3:15])[C:12]([CH3:18])([CH3:17])[CH:11]=1)([O-])=O.C(O)C.[Cl-].[NH4+]. Product: [CH3:17][C:12]1([CH3:18])[C:13]([CH3:15])([CH3:16])[CH2:14][C:10]([C:5]2[CH:6]=[CH:7][CH:8]=[CH:9][C:4]=2[NH2:1])=[CH:11]1. The catalyst class is: 150. (2) Reactant: [Cl:1][C:2]1[CH:8]=[CH:7][C:5]([NH2:6])=[CH:4][CH:3]=1.[CH2:9]([C:11](=O)[C:12]([O-:14])=[O:13])[CH3:10].[F:16][C:17]1[CH:18]=[C:19]([CH:22]=[CH:23][CH:24]=1)C=C.F[C:26](F)(F)[C:27](O)=O. Product: [CH2:26]([O:14][C:12]([CH:11]1[CH2:9][CH:10]([C:23]2[CH:22]=[CH:19][CH:18]=[C:17]([F:16])[CH:24]=2)[C:7]2[C:5](=[CH:4][CH:3]=[C:2]([Cl:1])[CH:8]=2)[NH:6]1)=[O:13])[CH3:27]. The catalyst class is: 10. (3) Product: [N:11]([N:1]1[CH2:7][CH2:6][CH2:5][CH2:4][CH2:3][CH:2]1[C:8]([OH:10])=[O:9])=[O:12]. Reactant: [NH:1]1[CH2:7][CH2:6][CH2:5][CH2:4][CH2:3][CH:2]1[C:8]([OH:10])=[O:9].[N:11]([O-])=[O:12].[Na+].Cl.C(OCC)(=O)C. The catalyst class is: 6. (4) Reactant: [CH:1]1([C:4]([NH:6][C:7]2[N:8]=[C:9]3[CH:14]=[CH:13][C:12]([O:15][C:16]4[CH:17]=[C:18]([CH:22]=[CH:23][CH:24]=4)[C:19]([OH:21])=O)=[N:11][N:10]3[CH:25]=2)=[O:5])[CH2:3][CH2:2]1.[NH2:26][C:27]1[CH:32]=[CH:31][C:30]([C:33]([CH3:37])([CH3:36])[C:34]#[N:35])=[CH:29][CH:28]=1.Cl.CN(C)CCCN=C=NCC. Product: [C:34]([C:33]([C:30]1[CH:29]=[CH:28][C:27]([NH:26][C:19](=[O:21])[C:18]2[CH:22]=[CH:23][CH:24]=[C:16]([O:15][C:12]3[CH:13]=[CH:14][C:9]4[N:10]([CH:25]=[C:7]([NH:6][C:4]([CH:1]5[CH2:3][CH2:2]5)=[O:5])[N:8]=4)[N:11]=3)[CH:17]=2)=[CH:32][CH:31]=1)([CH3:37])[CH3:36])#[N:35]. The catalyst class is: 341.